This data is from Forward reaction prediction with 1.9M reactions from USPTO patents (1976-2016). The task is: Predict the product of the given reaction. (1) The product is: [CH3:29][NH:30][C:25](=[O:27])[CH2:24][CH2:23][CH2:22][O:21][C:8]1[CH:9]=[CH:10][C:11]2[C:12]([CH2:16][C:17]([CH3:20])([CH3:19])[CH3:18])=[N:13][O:14][C:15]=2[C:7]=1[CH2:4][CH2:5][CH3:6]. Given the reactants C(Cl)Cl.[CH2:4]([C:7]1[C:15]2[O:14][N:13]=[C:12]([CH2:16][C:17]([CH3:20])([CH3:19])[CH3:18])[C:11]=2[CH:10]=[CH:9][C:8]=1[O:21][CH2:22][CH2:23][CH2:24][C:25]([OH:27])=O)[CH2:5][CH3:6].C1N=C[N:30](C(N2C=NC=C2)=O)[CH:29]=1.CN, predict the reaction product. (2) Given the reactants [F:1][C:2]1[CH:7]=[CH:6][C:5]([N:8]2[CH2:13][CH2:12][NH:11][CH:10]([CH3:14])[CH2:9]2)=[C:4]([C:15]([F:18])([F:17])[F:16])[CH:3]=1.CCN(C(C)C)C(C)C.[CH3:28][O:29][C:30]1[CH:35]=[CH:34][C:33]([S:36](Cl)(=[O:38])=[O:37])=[CH:32][CH:31]=1, predict the reaction product. The product is: [F:1][C:2]1[CH:7]=[CH:6][C:5]([N:8]2[CH2:13][CH2:12][N:11]([S:36]([C:33]3[CH:32]=[CH:31][C:30]([O:29][CH3:28])=[CH:35][CH:34]=3)(=[O:38])=[O:37])[C@H:10]([CH3:14])[CH2:9]2)=[C:4]([C:15]([F:17])([F:16])[F:18])[CH:3]=1.